This data is from Forward reaction prediction with 1.9M reactions from USPTO patents (1976-2016). The task is: Predict the product of the given reaction. Given the reactants [CH:1]1([N:4]2[CH2:13][C:12]([CH3:15])([CH3:14])[C:11]3[C:6](=[CH:7][CH:8]=[C:9]([CH2:16][OH:17])[CH:10]=3)[CH2:5]2)[CH2:3][CH2:2]1.C[N+]1([O-])CCOCC1.C(OCC)(=O)C, predict the reaction product. The product is: [CH:1]1([N:4]2[CH2:13][C:12]([CH3:14])([CH3:15])[C:11]3[C:6](=[CH:7][CH:8]=[C:9]([CH:16]=[O:17])[CH:10]=3)[CH2:5]2)[CH2:3][CH2:2]1.